Dataset: Catalyst prediction with 721,799 reactions and 888 catalyst types from USPTO. Task: Predict which catalyst facilitates the given reaction. (1) The catalyst class is: 1. Reactant: CC(OC(/N=N/C(OC(C)C)=O)=O)C.[CH2:15]([N:17]1[C:23]2[N:24]=[CH:25][C:26]([CH2:28][CH2:29][OH:30])=[CH:27][C:22]=2[C:21](=[O:31])[N:20]([CH3:32])[C:19]2[CH:33]=[CH:34][CH:35]=[N:36][C:18]1=2)[CH3:16].O[C:38]1[CH:43]=[CH:42][C:41]([C:44]2[O:48][C:47]([CH:49]=[O:50])=[CH:46][CH:45]=2)=[CH:40][C:39]=1[CH3:51].C1C=CC(P(C2C=CC=CC=2)C2C=CC=CC=2)=CC=1. Product: [CH2:15]([N:17]1[C:23]2[N:24]=[CH:25][C:26]([CH2:28][CH2:29][O:30][C:38]3[CH:43]=[CH:42][C:41]([C:44]4[O:48][C:47]([CH:49]=[O:50])=[CH:46][CH:45]=4)=[CH:40][C:39]=3[CH3:51])=[CH:27][C:22]=2[C:21](=[O:31])[N:20]([CH3:32])[C:19]2[CH:33]=[CH:34][CH:35]=[N:36][C:18]1=2)[CH3:16]. (2) Reactant: C(O[C:4](=O)[CH2:5][C:6]([C@@H:8]1[CH2:12][CH2:11][CH2:10][N:9]1[C:13]([O:15]C(C)(C)C)=O)=O)C.[NH2:21]/[C:22](/[CH2:29][C:30]1[CH:35]=[CH:34][C:33]([F:36])=[CH:32][CH:31]=1)=[CH:23]\[C:24]([O:26][CH2:27][CH3:28])=[O:25].[C:37]([C:40]1[CH:47]=[CH:46][C:43](C=O)=[CH:42][CH:41]=1)([OH:39])=[O:38].N1CCCCC1.O=[N+]([O-])[O-].[O-][N+](=O)[O-].[O-][N+](=O)[O-].[O-][N+](=O)[O-].[O-][N+](=O)[O-].[O-][N+](=O)[O-].[Ce+4].[NH4+].[NH4+]. Product: [CH2:27]([O:26][C:24]([C:23]1[C:22]([CH2:29][C:30]2[CH:31]=[CH:32][C:33]([F:36])=[CH:34][CH:35]=2)=[N:21][C:6]2[C@H:8]3[N:9]([C:13](=[O:15])[C:5]=2[C:4]=1[C:43]1[CH:46]=[CH:47][C:40]([C:37]([OH:39])=[O:38])=[CH:41][CH:42]=1)[CH2:10][CH2:11][CH2:12]3)=[O:25])[CH3:28]. The catalyst class is: 93. (3) Product: [CH2:1]([O:3][C:4]([C:6]1([CH2:18][CH2:19][CH3:20])[CH2:10][CH2:9][NH:8][CH2:7]1)=[O:5])[CH3:2]. Reactant: [CH2:1]([O:3][C:4]([C:6]1([CH2:18][CH2:19][CH3:20])[CH2:10][CH2:9][N:8](CC2C=CC=CC=2)[CH2:7]1)=[O:5])[CH3:2]. The catalyst class is: 563. (4) Reactant: [F:1][C@H:2]1[C@@H:7]([OH:8])[CH2:6][CH2:5][N:4]([C:9]([O:11][C:12]([CH3:15])([CH3:14])[CH3:13])=[O:10])[CH2:3]1.CC(C)([O-])C.[K+].F[C:23]1[CH:30]=[CH:29][C:28]([C:31]2[N:36]=[C:35]([NH:37][C:38]3[CH:43]=[CH:42][C:41]([N:44]4[CH2:49][CH2:48][N:47]([CH:50]5[CH2:53][O:52][CH2:51]5)[CH2:46][CH2:45]4)=[CH:40][CH:39]=3)[N:34]=[CH:33][N:32]=2)=[CH:27][C:24]=1[C:25]#[N:26].O. Product: [C:25]([C:24]1[CH:27]=[C:28]([C:31]2[N:36]=[C:35]([NH:37][C:38]3[CH:39]=[CH:40][C:41]([N:44]4[CH2:49][CH2:48][N:47]([CH:50]5[CH2:51][O:52][CH2:53]5)[CH2:46][CH2:45]4)=[CH:42][CH:43]=3)[N:34]=[CH:33][N:32]=2)[CH:29]=[CH:30][C:23]=1[O:8][C@H:7]1[CH2:6][CH2:5][N:4]([C:9]([O:11][C:12]([CH3:15])([CH3:14])[CH3:13])=[O:10])[CH2:3][C@H:2]1[F:1])#[N:26]. The catalyst class is: 1. (5) Reactant: [C:1]([NH:4][C:5]1[CH:14]=[CH:13][C:8]([S:9](Cl)(=[O:11])=[O:10])=[CH:7][CH:6]=1)(=[O:3])[CH3:2].[C:15]([NH:22][CH2:23][C:24]1[CH:30]=[CH:29][C:27]([NH2:28])=[CH:26][CH:25]=1)([O:17][C:18]([CH3:21])([CH3:20])[CH3:19])=[O:16]. Product: [C:1]([NH:4][C:5]1[CH:14]=[CH:13][C:8]([S:9]([NH:28][C:27]2[CH:29]=[CH:30][C:24]([CH2:23][NH:22][C:15](=[O:16])[O:17][C:18]([CH3:20])([CH3:21])[CH3:19])=[CH:25][CH:26]=2)(=[O:11])=[O:10])=[CH:7][CH:6]=1)(=[O:3])[CH3:2]. The catalyst class is: 17.